This data is from Reaction yield outcomes from USPTO patents with 853,638 reactions. The task is: Predict the reaction yield, written as a fraction of the theoretical maximum amount of product (1.0 means a 100% yield; for example, 0.34 means a 34% yield). (1) The reactants are [O-]S(C(F)(F)F)(=O)=O.[C:9]1([S+:15]([C:26]2[CH:31]=[CH:30][CH:29]=[CH:28][CH:27]=2)[C:16]2[CH:21]=[CH:20][CH:19]=[C:18]([C:22]([F:25])([F:24])[F:23])[CH:17]=2)[CH:14]=[CH:13][CH:12]=[CH:11][CH:10]=1.[F:32][C:33]1[C:38]([B-:39]([C:62]2[C:67]([F:68])=[C:66]([F:69])[C:65]([F:70])=[C:64]([F:71])[C:63]=2[F:72])([C:51]2[C:56]([F:57])=[C:55]([F:58])[C:54]([F:59])=[C:53]([F:60])[C:52]=2[F:61])[C:40]2[C:45]([F:46])=[C:44]([F:47])[C:43]([F:48])=[C:42]([F:49])[C:41]=2[F:50])=[C:37]([F:73])[C:36]([F:74])=[C:35]([F:75])[C:34]=1[F:76].[Li+].CO.FC1C([B-](C2C(F)=C(F)C(F)=C(F)C=2F)(C2C(F)=C(F)C(F)=C(F)C=2F)C2C(F)=C(F)C(F)=C(F)C=2F)=C(F)C(F)=C(F)C=1F.[Li+].[O-]S(C(F)(F)F)(=O)=O. The catalyst is CO.O. The product is [F:68][C:67]1[C:62]([B-:39]([C:40]2[C:45]([F:46])=[C:44]([F:47])[C:43]([F:48])=[C:42]([F:49])[C:41]=2[F:50])([C:38]2[C:37]([F:73])=[C:36]([F:74])[C:35]([F:75])=[C:34]([F:76])[C:33]=2[F:32])[C:51]2[C:52]([F:61])=[C:53]([F:60])[C:54]([F:59])=[C:55]([F:58])[C:56]=2[F:57])=[C:63]([F:72])[C:64]([F:71])=[C:65]([F:70])[C:66]=1[F:69].[C:9]1([S+:15]([C:26]2[CH:31]=[CH:30][CH:29]=[CH:28][CH:27]=2)[C:16]2[CH:21]=[CH:20][CH:19]=[C:18]([C:22]([F:25])([F:23])[F:24])[CH:17]=2)[CH:10]=[CH:11][CH:12]=[CH:13][CH:14]=1. The yield is 0.710. (2) The reactants are [OH-].[Na+:2].[Br:3][C:4]1[N:5]([C:14]2[C:23]3[C:18](=[CH:19][CH:20]=[CH:21][CH:22]=3)[C:17]([CH:24]3[CH2:26][CH2:25]3)=[CH:16][CH:15]=2)[C:6]([S:9][CH2:10][C:11]([OH:13])=[O:12])=[N:7][N:8]=1. The catalyst is C(O)C. The product is [Br:3][C:4]1[N:5]([C:14]2[C:23]3[C:18](=[CH:19][CH:20]=[CH:21][CH:22]=3)[C:17]([CH:24]3[CH2:26][CH2:25]3)=[CH:16][CH:15]=2)[C:6]([S:9][CH2:10][C:11]([O-:13])=[O:12])=[N:7][N:8]=1.[Na+:2]. The yield is 1.00. (3) The reactants are [CH3:1][C:2]1[CH:7]=[CH:6][C:5]([CH3:8])=[CH:4][C:3]=1[S:9]CCCCCC(O)=O.Br[CH2:19][CH2:20][CH2:21][C:22]([O:24]CC)=[O:23].CC1C=CC(C)=CC=1S.[OH-].[K+]. The catalyst is C(O)C. The product is [CH3:1][C:2]1[CH:7]=[CH:6][C:5]([CH3:8])=[CH:4][C:3]=1[S:9][CH2:19][CH2:20][CH2:21][C:22]([OH:24])=[O:23]. The yield is 0.870. (4) The catalyst is CCO. The reactants are [C:1]([O:5][C:6]([N:8]([CH2:12][C:13]1[CH:22]=[CH:21][C:16]([C:17]([O:19]C)=[O:18])=[CH:15][CH:14]=1)[CH:9]([CH3:11])[CH3:10])=[O:7])([CH3:4])([CH3:3])[CH3:2].[OH-].[Na+]. The yield is 0.750. The product is [C:1]([O:5][C:6]([N:8]([CH2:12][C:13]1[CH:22]=[CH:21][C:16]([C:17]([OH:19])=[O:18])=[CH:15][CH:14]=1)[CH:9]([CH3:11])[CH3:10])=[O:7])([CH3:3])([CH3:4])[CH3:2]. (5) The reactants are [C:1]1([CH2:7][N:8]2[CH2:12][CH2:11][C@@H:10]([NH2:13])[CH2:9]2)[CH:6]=[CH:5][CH:4]=[CH:3][CH:2]=1.[C:14](OC(=O)C)(=[O:16])[CH3:15]. The catalyst is ClCCl. The product is [C:1]1([CH2:7][N:8]2[CH2:12][CH2:11][C@@H:10]([NH:13][C:14](=[O:16])[CH3:15])[CH2:9]2)[CH:2]=[CH:3][CH:4]=[CH:5][CH:6]=1. The yield is 0.930.